This data is from Forward reaction prediction with 1.9M reactions from USPTO patents (1976-2016). The task is: Predict the product of the given reaction. Given the reactants [NH2:1][C:2]1[N:7]=[C:6]([O:8]C)[C:5]([C:10](=[O:27])[CH2:11][CH2:12][CH:13]2[CH2:18][CH2:17][N:16]([CH:19]([CH3:26])[C:20](=[O:25])[C:21]([CH3:24])([CH3:23])[CH3:22])[CH2:15][CH2:14]2)=[CH:4][C:3]=1[Cl:28].[C:29]([OH:36])(=O)/[CH:30]=[CH:31]/C(O)=O.[CH3:37]O, predict the reaction product. The product is: [NH2:1][C:2]1[NH:7][C:6](=[O:8])[C:5]([C:10](=[O:27])[CH2:11][CH2:12][CH:13]2[CH2:18][CH2:17][N:16]([CH:19]([CH3:26])[C:20](=[O:25])[C:21]([CH3:24])([CH3:23])[CH2:22][CH2:37][C:29](=[O:36])[CH2:30][CH3:31])[CH2:15][CH2:14]2)=[CH:4][C:3]=1[Cl:28].